Dataset: Full USPTO retrosynthesis dataset with 1.9M reactions from patents (1976-2016). Task: Predict the reactants needed to synthesize the given product. (1) Given the product [Cl:1][C:2]1[CH:7]=[CH:6][CH:5]=[C:4]([NH2:8])[C:3]=1[NH:11][CH2:12][CH2:13][OH:14], predict the reactants needed to synthesize it. The reactants are: [Cl:1][C:2]1[CH:7]=[CH:6][CH:5]=[C:4]([N+:8]([O-])=O)[C:3]=1[NH:11][CH2:12][CH2:13][OH:14].[O-]S(S([O-])=O)=O.[Na+].[Na+]. (2) Given the product [C:1]([O:5][C:6](=[O:32])[C@@H:7]([NH:12][C:13](=[O:31])[C:14]1[CH:19]=[CH:18][C:17]([NH:20][C:21]2[CH:26]=[CH:25][CH:24]=[CH:23][C:22]=2[Cl:27])=[C:16]([NH2:28])[CH:15]=1)[CH2:8][CH:9]([CH3:11])[CH3:10])([CH3:3])([CH3:4])[CH3:2], predict the reactants needed to synthesize it. The reactants are: [C:1]([O:5][C:6](=[O:32])[C@@H:7]([NH:12][C:13](=[O:31])[C:14]1[CH:19]=[CH:18][C:17]([NH:20][C:21]2[CH:26]=[CH:25][CH:24]=[CH:23][C:22]=2[Cl:27])=[C:16]([N+:28]([O-])=O)[CH:15]=1)[CH2:8][CH:9]([CH3:11])[CH3:10])([CH3:4])([CH3:3])[CH3:2].O.O.[Sn](Cl)Cl.O. (3) The reactants are: [Li][CH2:2][CH2:3][CH2:4][CH3:5].[Br-].C([P+](C1C=CC=CC=1)(C1C=CC=CC=1)C1C=CC=CC=1)CC.[N+:29]([C:32]1[CH:33]=[C:34]([CH:37]=[CH:38][CH:39]=1)C=O)([O-:31])=[O:30].[NH4+].[Cl-]. Given the product [CH:2](/[C:38]1[CH:37]=[CH:34][CH:33]=[C:32]([N+:29]([O-:31])=[O:30])[CH:39]=1)=[CH:3]\[CH2:4][CH3:5], predict the reactants needed to synthesize it. (4) Given the product [CH2:2]1[N:19]([CH2:14][CH2:13][S:9]([OH:12])(=[O:11])=[O:10])[CH2:4][CH2:5][N:6]([CH2:7][CH2:8][S:9]([OH:12])(=[O:11])=[O:10])[CH2:1]1, predict the reactants needed to synthesize it. The reactants are: [CH2:1]1[N:6]([CH2:7][CH2:8][S:9]([OH:12])(=[O:11])=[O:10])[CH2:5][CH2:4]O[CH2:2]1.[CH3:13][C:14]1[N:19](C)N(C2C=CC=CC=2)C(=O)C=1N.P(OCC(O)CO)(O)(O)=O.[N-]=[N+]=[N-].[Na+].C[C@@H]([C@@H]1[C@@]2(C)[C@@H](O)C[C@@H]3[C@@]4(C)CC[C@@H](O)C[C@H]4C[C@@H](O)[C@@]3(C)[C@@H]2CC1)CCC([O-])=O.[Na+].C(OC1C=CC=CC=1)CCCCCCCC.C(OCCCCCCCCCCCC)CCCCCCCCCCC. (5) The reactants are: [CH3:1][C:2]([CH3:23])([CH3:22])[C:3](=[O:21])[CH2:4][N:5]1[CH2:12][CH:11]2[O:13][CH:7]([CH2:8][N:9](C(OC(C)(C)C)=O)[CH2:10]2)[CH2:6]1.Cl.C(#N)C.C([O-])([O-])=O.[K+].[K+]. Given the product [CH3:1][C:2]([CH3:23])([CH3:22])[C:3](=[O:21])[CH2:4][N:5]1[CH2:12][CH:11]2[O:13][CH:7]([CH2:8][NH:9][CH2:10]2)[CH2:6]1, predict the reactants needed to synthesize it.